From a dataset of Full USPTO retrosynthesis dataset with 1.9M reactions from patents (1976-2016). Predict the reactants needed to synthesize the given product. (1) Given the product [C:1]([O:5][C:6]([N:8]1[CH2:24][CH2:23][C:10]2([CH2:13][CH:12]([N:14]3[CH2:15][CH2:16][CH:17]([C:20](=[O:21])[NH:29][C:25]([CH3:28])([CH3:27])[CH3:26])[CH2:18][CH2:19]3)[CH2:11]2)[CH2:9]1)=[O:7])([CH3:2])([CH3:4])[CH3:3], predict the reactants needed to synthesize it. The reactants are: [C:1]([O:5][C:6]([N:8]1[CH2:24][CH2:23][C:10]2([CH2:13][CH:12]([N:14]3[CH2:19][CH2:18][CH:17]([C:20](O)=[O:21])[CH2:16][CH2:15]3)[CH2:11]2)[CH2:9]1)=[O:7])([CH3:4])([CH3:3])[CH3:2].[C:25]([NH2:29])([CH3:28])([CH3:27])[CH3:26].CN(C(ON1N=NC2C=CC=NC1=2)=[N+](C)C)C.F[P-](F)(F)(F)(F)F.CCN(C(C)C)C(C)C. (2) The reactants are: [Br:1][C:2]1[CH:7]=[CH:6][C:5]([CH:8]([C:19]2[CH:24]=[CH:23][CH:22]=[CH:21][C:20]=2[CH3:25])[CH2:9][C:10]([C:12]2[CH:17]=[CH:16][NH:15][C:14](=[O:18])[CH:13]=2)=[O:11])=[CH:4][CH:3]=1.[C:26](=O)([O-])[O-].[K+].[K+].CI.O. Given the product [Br:1][C:2]1[CH:3]=[CH:4][C:5]([CH:8]([C:19]2[CH:24]=[CH:23][CH:22]=[CH:21][C:20]=2[CH3:25])[CH2:9][C:10]([C:12]2[CH:17]=[CH:16][N:15]([CH3:26])[C:14](=[O:18])[CH:13]=2)=[O:11])=[CH:6][CH:7]=1, predict the reactants needed to synthesize it. (3) Given the product [C:1]([C:5]1[CH:6]=[C:7]2[C:12](=[C:13]([F:15])[CH:14]=1)[C:11](=[O:16])[N:10]([C:17]1[C:18]([CH2:40][OH:41])=[C:19]([N:23]3[C:27]4=[N:28][C:29]([NH:32][CH2:33][CH2:34][N:35]([CH3:37])[CH3:36])=[CH:30][CH:31]=[C:26]4[C:25]([C:38]([NH2:39])=[O:44])=[CH:24]3)[CH:20]=[CH:21][CH:22]=1)[N:9]=[CH:8]2)([CH3:4])([CH3:2])[CH3:3], predict the reactants needed to synthesize it. The reactants are: [C:1]([C:5]1[CH:6]=[C:7]2[C:12](=[C:13]([F:15])[CH:14]=1)[C:11](=[O:16])[N:10]([C:17]1[C:18]([CH2:40][OH:41])=[C:19]([N:23]3[C:27]4=[N:28][C:29]([NH:32][CH2:33][CH2:34][N:35]([CH3:37])[CH3:36])=[CH:30][CH:31]=[C:26]4[C:25]([C:38]#[N:39])=[CH:24]3)[CH:20]=[CH:21][CH:22]=1)[N:9]=[CH:8]2)([CH3:4])([CH3:3])[CH3:2].C([OH:44])C. (4) Given the product [Cl:1][C:2]1[CH:3]=[C:4]([CH:9]([CH:21]([OH:22])[C:20]2[C:19]([O:18][CH3:17])=[N:26][CH:25]=[CH:24][CH:23]=2)[C:10]#[N:11])[CH:5]=[CH:6][C:7]=1[Cl:8], predict the reactants needed to synthesize it. The reactants are: [Cl:1][C:2]1[CH:3]=[C:4]([CH2:9][C:10]#[N:11])[CH:5]=[CH:6][C:7]=1[Cl:8].C([Li])CCC.[CH3:17][O:18][C:19]1[N:26]=[CH:25][CH:24]=[CH:23][C:20]=1[CH:21]=[O:22].C(O)(=O)C.